From a dataset of Reaction yield outcomes from USPTO patents with 853,638 reactions. Predict the reaction yield, written as a fraction of the theoretical maximum amount of product (1.0 means a 100% yield; for example, 0.34 means a 34% yield). (1) The reactants are C(OC([N:8]1[CH2:13][CH2:12][CH:11]([CH2:14][O:15][C:16]2[CH:25]=[C:24]3[C:19]([C:20]([NH:26][C:27]4[C:32]([F:33])=[CH:31][C:30]([Cl:34])=[CH:29][C:28]=4[F:35])=[N:21][CH:22]=[N:23]3)=[CH:18][C:17]=2[O:36][CH3:37])[CH2:10][CH2:9]1)=O)(C)(C)C.C(O)(C(F)(F)F)=O. The catalyst is C(Cl)Cl. The product is [Cl:34][C:30]1[CH:31]=[C:32]([F:33])[C:27]([NH:26][C:20]2[C:19]3[C:24](=[CH:25][C:16]([O:15][CH2:14][CH:11]4[CH2:12][CH2:13][NH:8][CH2:9][CH2:10]4)=[C:17]([O:36][CH3:37])[CH:18]=3)[N:23]=[CH:22][N:21]=2)=[C:28]([F:35])[CH:29]=1. The yield is 0.260. (2) The reactants are C1CCN2C(=NCCC2)CC1.[OH:12][C:13]1[C:18]([N+:19]([O-:21])=[O:20])=[CH:17][CH:16]=[CH:15][C:14]=1[C:22](=[O:24])[CH3:23].[F:25][C:26]([F:37])([F:36])[C:27]1[C:32]([C:33](Cl)=[O:34])=[CH:31][CH:30]=[CH:29][N:28]=1.Cl. The catalyst is N1C=CC=CC=1. The product is [OH:12][C:13]1[C:18]([N+:19]([O-:21])=[O:20])=[CH:17][CH:16]=[CH:15][C:14]=1[C:22](=[O:24])[CH2:23][C:33]([C:32]1[C:27]([C:26]([F:37])([F:25])[F:36])=[N:28][CH:29]=[CH:30][CH:31]=1)=[O:34]. The yield is 0.380. (3) The reactants are [Br:1][C:2]1[CH:3]=[C:4]2[C:12](=[CH:13][CH:14]=1)[NH:11][C:10]1[CH:9]([NH:15][C:16]3[N:21]=[CH:20][CH:19]=[CH:18][N:17]=3)[CH2:8][CH2:7][CH2:6][C:5]2=1.[ClH:22]. The catalyst is C(OCC)C. The product is [ClH:22].[Br:1][C:2]1[CH:3]=[C:4]2[C:12](=[CH:13][CH:14]=1)[NH:11][C:10]1[CH:9]([NH:15][C:16]3[N:21]=[CH:20][CH:19]=[CH:18][N:17]=3)[CH2:8][CH2:7][CH2:6][C:5]2=1. The yield is 0.260. (4) The reactants are C(N(CC)CC)C.[NH2:8][CH2:9][CH2:10][C:11]([OH:13])=[O:12].[CH3:14][C:15]([O:18][C:19](ON=C(C1C=CC=CC=1)C#N)=[O:20])([CH3:17])[CH3:16]. The catalyst is O1CCOCC1.O.C(OCC)(=O)C. The product is [C:15]([O:18][C:19]([NH:8][CH2:9][CH2:10][C:11]([OH:13])=[O:12])=[O:20])([CH3:17])([CH3:16])[CH3:14]. The yield is 0.628. (5) The reactants are C[O:2][C:3](=[O:32])[C@H:4]([CH2:25][C:26]1[CH:31]=[CH:30][CH:29]=[CH:28][CH:27]=1)[NH:5][C:6](=[O:24])[C@H:7]([CH2:17][C:18]1[CH:23]=[CH:22][CH:21]=[CH:20][CH:19]=1)[NH:8][C:9]([C:11]1[CH:16]=[N:15][CH:14]=[CH:13][N:12]=1)=[O:10].[OH-].[Na+].Cl. The catalyst is CC(C)=O. The product is [N:12]1[CH:13]=[CH:14][N:15]=[CH:16][C:11]=1[C:9]([NH:8][C@H:7]([C:6]([NH:5][C@H:4]([C:3]([OH:32])=[O:2])[CH2:25][C:26]1[CH:31]=[CH:30][CH:29]=[CH:28][CH:27]=1)=[O:24])[CH2:17][C:18]1[CH:19]=[CH:20][CH:21]=[CH:22][CH:23]=1)=[O:10]. The yield is 0.905.